This data is from Catalyst prediction with 721,799 reactions and 888 catalyst types from USPTO. The task is: Predict which catalyst facilitates the given reaction. (1) Reactant: [F:1][C:2]([F:13])([F:12])[C:3]1[CH:11]=[CH:10][C:6]([C:7](Cl)=[O:8])=[CH:5][CH:4]=1.Cl.[CH3:15][NH:16][O:17][CH3:18].N1C=CC=CC=1. Product: [CH3:18][O:17][N:16]([CH3:15])[C:7](=[O:8])[C:6]1[CH:10]=[CH:11][C:3]([C:2]([F:13])([F:12])[F:1])=[CH:4][CH:5]=1. The catalyst class is: 343. (2) Reactant: Cl[C:2]1[C:3]2[C:4](=[CH:17][N:18](CC3C=CC(OC)=CC=3)[N:19]=2)[N:5]=[C:6]([C:8]2[CH:9]=[C:10]3[NH:16][CH:15]=[CH:14][C:11]3=[N:12][CH:13]=2)[N:7]=1.[NH2:29][C:30]1[CH:39]=[C:38]2[C:33]([CH2:34][CH2:35][C:36](=[O:40])[NH:37]2)=[CH:32][CH:31]=1.Cl. Product: [NH:16]1[C:10]2[C:11](=[N:12][CH:13]=[C:8]([C:6]3[N:7]=[C:2]([NH:29][C:30]4[CH:39]=[C:38]5[C:33]([CH2:34][CH2:35][C:36](=[O:40])[NH:37]5)=[CH:32][CH:31]=4)[C:3]4[NH:19][N:18]=[CH:17][C:4]=4[N:5]=3)[CH:9]=2)[CH:14]=[CH:15]1. The catalyst class is: 71. (3) Reactant: [OH:1]/[N:2]=[C:3](/[C:5]1[CH:6]=[CH:7][C:8]([NH:11][C:12](=[O:19])[CH2:13][CH2:14][C:15]([O:17][CH3:18])=[O:16])=[N:9][CH:10]=1)\[NH2:4].[C:20](OC(=O)C)(=[O:22])[CH3:21]. Product: [C:20]([O:1]/[N:2]=[C:3](/[C:5]1[CH:6]=[CH:7][C:8]([NH:11][C:12](=[O:19])[CH2:13][CH2:14][C:15]([O:17][CH3:18])=[O:16])=[N:9][CH:10]=1)\[NH2:4])(=[O:22])[CH3:21]. The catalyst class is: 4. (4) Reactant: [OH:1][C@H:2]1[CH2:7][CH2:6][C@H:5]([NH:8][C:9](=[O:15])[O:10][C:11]([CH3:14])([CH3:13])[CH3:12])[CH2:4][CH2:3]1.C(N(CC)CC)C.[CH3:23][S:24](Cl)(=[O:26])=[O:25]. Product: [CH3:23][S:24]([O:1][C@H:2]1[CH2:7][CH2:6][C@H:5]([NH:8][C:9]([O:10][C:11]([CH3:12])([CH3:14])[CH3:13])=[O:15])[CH2:4][CH2:3]1)(=[O:26])=[O:25]. The catalyst class is: 2. (5) Reactant: [Cl:1][C:2]1[C:3]([CH:32]=O)=[C:4]([O:27][C:28]([F:31])([F:30])[F:29])[CH:5]=[C:6]2[C:11]=1[NH:10][C:9](=[O:12])[N:8]([CH2:13][C:14]1[CH:19]=[C:18]([Cl:20])[CH:17]=[CH:16][C:15]=1[S:21]([CH2:24][CH3:25])(=[O:23])=[O:22])[C:7]2=[O:26].[C:34]([O:38][C:39](=[O:48])[N:40]([CH3:47])[CH2:41][C@@H:42]1[CH2:46][CH2:45][CH2:44][NH:43]1)([CH3:37])([CH3:36])[CH3:35]. Product: [C:34]([O:38][C:39](=[O:48])[N:40]([CH2:41][C@@H:42]1[CH2:46][CH2:45][CH2:44][N:43]1[CH2:32][C:3]1[C:2]([Cl:1])=[C:11]2[C:6]([C:7](=[O:26])[N:8]([CH2:13][C:14]3[CH:19]=[C:18]([Cl:20])[CH:17]=[CH:16][C:15]=3[S:21]([CH2:24][CH3:25])(=[O:22])=[O:23])[C:9](=[O:12])[NH:10]2)=[CH:5][C:4]=1[O:27][C:28]([F:30])([F:31])[F:29])[CH3:47])([CH3:37])([CH3:36])[CH3:35]. The catalyst class is: 2. (6) Reactant: [CH2:1]([O:21][CH:22]([CH2:26][CH3:27])[C:23]([OH:25])=O)[CH2:2][CH2:3][CH2:4]/[CH:5]=[CH:6]\[CH2:7]/[CH:8]=[CH:9]\[CH2:10]/[CH:11]=[CH:12]\[CH2:13]/[CH:14]=[CH:15]\[CH2:16]/[CH:17]=[CH:18]\[CH2:19][CH3:20].[NH2:28][C:29]1[CH:38]=[C:33]([C:34]([O:36][CH3:37])=[O:35])[C:32]([OH:39])=[CH:31][CH:30]=1.CN(C(ON1N=NC2C=CC=NC1=2)=[N+](C)C)C.F[P-](F)(F)(F)(F)F. Product: [OH:39][C:32]1[CH:31]=[CH:30][C:29]([NH:28][C:23](=[O:25])[CH:22]([O:21][CH2:1][CH2:2][CH2:3][CH2:4]/[CH:5]=[CH:6]\[CH2:7]/[CH:8]=[CH:9]\[CH2:10]/[CH:11]=[CH:12]\[CH2:13]/[CH:14]=[CH:15]\[CH2:16]/[CH:17]=[CH:18]\[CH2:19][CH3:20])[CH2:26][CH3:27])=[CH:38][C:33]=1[C:34]([O:36][CH3:37])=[O:35]. The catalyst class is: 23.